From a dataset of Catalyst prediction with 721,799 reactions and 888 catalyst types from USPTO. Predict which catalyst facilitates the given reaction. (1) Reactant: [F:1][C:2]([F:7])([F:6])[C:3]([NH2:5])=[O:4].CC(C)([O-])C.[Na+].BrN1C(C)(C)C(=O)N(Br)C1=O.[Cl:25][C:26]1[N:31]=[C:30]([NH:32][C:33]2[CH:38]=[C:37]([C:39]3[CH:44]=[CH:43][C:42]([F:45])=[CH:41][C:40]=3[O:46][CH3:47])[C:36]([F:48])=[CH:35][N:34]=2)[CH:29]=[C:28]([CH2:49][S:50][CH3:51])[CH:27]=1.S([O-])([O-])=O.[Na+].[Na+]. Product: [Cl:25][C:26]1[CH:27]=[C:28]([CH2:49][S:50]([CH3:51])=[N:5][C:3](=[O:4])[C:2]([F:7])([F:6])[F:1])[CH:29]=[C:30]([NH:32][C:33]2[CH:38]=[C:37]([C:39]3[CH:44]=[CH:43][C:42]([F:45])=[CH:41][C:40]=3[O:46][CH3:47])[C:36]([F:48])=[CH:35][N:34]=2)[N:31]=1. The catalyst class is: 182. (2) Reactant: [CH:1]([C:4]1[CH:8]=[C:7]([NH:9][C:10](=[O:18])OC2C=CC=CC=2)[N:6]([C:19]2[CH:24]=[CH:23][C:22]([CH3:25])=[CH:21][CH:20]=2)[N:5]=1)([CH3:3])[CH3:2].[Cl:26][C:27]1[N:32]=[C:31]([O:33][C:34]2[CH:43]=[CH:42][C:41]([NH2:44])=[C:40]3[C:35]=2[CH:36]=[CH:37][CH:38]=[N:39]3)[CH:30]=[CH:29][N:28]=1.C(N(CC)CC)C. Product: [Cl:26][C:27]1[N:32]=[C:31]([O:33][C:34]2[CH:43]=[CH:42][C:41]([NH:44][C:10]([NH:9][C:7]3[N:6]([C:19]4[CH:20]=[CH:21][C:22]([CH3:25])=[CH:23][CH:24]=4)[N:5]=[C:4]([CH:1]([CH3:2])[CH3:3])[CH:8]=3)=[O:18])=[C:40]3[C:35]=2[CH:36]=[CH:37][CH:38]=[N:39]3)[CH:30]=[CH:29][N:28]=1. The catalyst class is: 480. (3) Reactant: C([O:8][CH2:9][C:10]([NH:18][C:19](=[O:35])[C:20]1[CH:25]=[C:24]([O:26][CH2:27][C:28]([F:31])([F:30])[F:29])[C:23]([CH:32]2[CH2:34][CH2:33]2)=[CH:22][N:21]=1)([C:12]1[N:16]=[C:15]([CH3:17])[O:14][N:13]=1)[CH3:11])C1C=CC=CC=1.B(Br)(Br)Br. The catalyst class is: 2. Product: [CH:32]1([C:23]2[C:24]([O:26][CH2:27][C:28]([F:29])([F:31])[F:30])=[CH:25][C:20]([C:19]([NH:18][C:10]([C:12]3[N:16]=[C:15]([CH3:17])[O:14][N:13]=3)([CH3:11])[CH2:9][OH:8])=[O:35])=[N:21][CH:22]=2)[CH2:34][CH2:33]1. (4) Reactant: [F:1][C:2]([F:15])([F:14])[C:3]1[CH:4]=[C:5]2[C:10](=[CH:11][CH:12]=1)[N:9]=[CH:8][CH:7]=[C:6]2[SH:13].Br[C:17]1([C:21]([O:23][CH2:24][CH3:25])=[O:22])[CH2:20][CH2:19][CH2:18]1.C(=O)([O-])[O-].[Cs+].[Cs+]. Product: [F:15][C:2]([F:1])([F:14])[C:3]1[CH:4]=[C:5]2[C:10](=[CH:11][CH:12]=1)[N:9]=[CH:8][CH:7]=[C:6]2[S:13][C:17]1([C:21]([O:23][CH2:24][CH3:25])=[O:22])[CH2:20][CH2:19][CH2:18]1. The catalyst class is: 9. (5) Reactant: [CH2:1]([CH:8]1[CH:11]([CH2:12][CH2:13][CH2:14][CH2:15][CH2:16][OH:17])[O:10][C:9]1=[O:18])[C:2]1[CH:7]=[CH:6][CH:5]=[CH:4][CH:3]=1.[C:19]([C:22]1[CH:27]=[CH:26][C:25]([N:28]=[C:29]=[O:30])=[CH:24][CH:23]=1)(=[O:21])[CH3:20].C(N(C(C)C)CC)(C)C. Product: [CH2:1]([C@@H:8]1[C:9](=[O:18])[O:10][C@H:11]1[CH2:12][CH2:13][CH2:14][CH2:15][CH2:16][O:17][C:29](=[O:30])[NH:28][C:25]1[CH:24]=[CH:23][C:22]([C:19](=[O:21])[CH3:20])=[CH:27][CH:26]=1)[C:2]1[CH:3]=[CH:4][CH:5]=[CH:6][CH:7]=1. The catalyst class is: 4. (6) Reactant: [C:1]1(=O)[NH:6][CH2:5][C:4](=O)[N:3]2[CH2:8][CH2:9][CH2:10][CH:2]12.[H-].[H-].[H-].[H-].[Li+].[Al+3].C(Cl)Cl.CO. Product: [CH2:1]1[NH:6][CH2:5][CH2:4][N:3]2[CH2:8][CH2:9][CH2:10][CH:2]12. The catalyst class is: 1.